Task: Predict the reactants needed to synthesize the given product.. Dataset: Full USPTO retrosynthesis dataset with 1.9M reactions from patents (1976-2016) (1) Given the product [Br:14][C:6]1[CH:7]=[CH:8][C:3]([O:2][CH3:1])=[N:4][CH:5]=1, predict the reactants needed to synthesize it. The reactants are: [CH3:1][O:2][C:3]1[CH:8]=[CH:7][CH:6]=[CH:5][N:4]=1.C([O-])(=O)C.[Na+].[Br:14]Br.[OH-].[Na+]. (2) Given the product [CH3:28][C@@H:26]1[CH2:27][C@H:24]([C:8]2[N:4]3[CH:5]=[CH:6][N:7]=[C:2]([NH2:1])[C:3]3=[C:10]([C:11]3[CH:16]=[CH:15][C:14]([O:17][C:18]4[CH:23]=[CH:22][CH:21]=[CH:20][CH:19]=4)=[CH:13][CH:12]=3)[N:9]=2)[CH2:25]1, predict the reactants needed to synthesize it. The reactants are: [NH2:1][C:2]1[C:3]2[N:4]([C:8]([C@@H:24]3[CH2:27][C@H:26]([CH2:28]OS(C4C=CC(C)=CC=4)(=O)=O)[CH2:25]3)=[N:9][C:10]=2[C:11]2[CH:16]=[CH:15][C:14]([O:17][C:18]3[CH:23]=[CH:22][CH:21]=[CH:20][CH:19]=3)=[CH:13][CH:12]=2)[CH:5]=[CH:6][N:7]=1.[H-].[H-].[H-].[H-].[Li+].[Al+3]. (3) Given the product [NH3:1].[C:12]1([O:11][C:9](=[O:10])[NH:1][C:2]2[CH:7]=[CH:6][N:5]=[CH:4][CH:3]=2)[CH:17]=[CH:16][CH:15]=[CH:14][CH:13]=1, predict the reactants needed to synthesize it. The reactants are: [NH2:1][C:2]1[CH:7]=[CH:6][N:5]=[CH:4][CH:3]=1.Cl[C:9]([O:11][C:12]1[CH:17]=[CH:16][CH:15]=[CH:14][CH:13]=1)=[O:10]. (4) Given the product [Br:1][C:2]1[C:3]2[O:22][CH2:21][CH2:20][C:19](=[O:23])[C:18]([CH2:27][CH2:26][C:28](=[O:29])[CH3:30])([C:24]#[N:25])[C:4]=2[CH:5]=[C:6]2[C:10]=1[N:9]([C:11]1[CH:16]=[CH:15][C:14]([F:17])=[CH:13][CH:12]=1)[N:8]=[CH:7]2, predict the reactants needed to synthesize it. The reactants are: [Br:1][C:2]1[C:3]2[O:22][CH2:21][CH2:20][C:19]([OH:23])=[C:18]([C:24]#[N:25])[C:4]=2[CH:5]=[C:6]2[C:10]=1[N:9]([C:11]1[CH:16]=[CH:15][C:14]([F:17])=[CH:13][CH:12]=1)[N:8]=[CH:7]2.[CH:26]([C:28]([CH3:30])=[O:29])=[CH2:27]. (5) Given the product [C:19]1([N:15]2[C:16]3[C:12](=[CH:11][CH:10]=[C:9]([O:8][CH2:1][C:2]4[CH:3]=[CH:4][CH:5]=[CH:6][CH:7]=4)[CH:17]=3)[CH:13]=[CH:14]2)[CH:24]=[CH:23][CH:22]=[CH:21][CH:20]=1, predict the reactants needed to synthesize it. The reactants are: [CH2:1]([O:8][C:9]1[CH:17]=[C:16]2[C:12]([CH:13]=[CH:14][NH:15]2)=[CH:11][CH:10]=1)[C:2]1[CH:7]=[CH:6][CH:5]=[CH:4][CH:3]=1.I[C:19]1[CH:24]=[CH:23][CH:22]=[CH:21][CH:20]=1. (6) Given the product [I:20][C:13]1[S:12][C:11]([CH3:16])=[C:10]([CH2:9][C:8]2[CH:17]=[CH:18][C:5]([O:4][CH3:1])=[CH:6][CH:7]=2)[CH:14]=1, predict the reactants needed to synthesize it. The reactants are: [CH2:1]([O:4][C:5]1[CH:18]=[CH:17][C:8]([CH2:9][C:10]2[CH:14]=[C:13](Br)[S:12][C:11]=2[CH3:16])=[CH:7][CH:6]=1)C=C.[Na+].[I-:20].CNCCNC. (7) Given the product [CH2:1]([O:4][NH:5][CH:18]1[CH2:23][NH:22][C@@H:21]([C:24]([NH2:26])=[O:25])[C:20]([CH2:27][CH3:28])=[CH:19]1)[CH:2]=[CH2:3], predict the reactants needed to synthesize it. The reactants are: [CH2:1]([O:4][N:5]([C@H:18]1[CH2:23][NH:22][C@H:21]([C:24]([NH2:26])=[O:25])[C:20]([CH2:27][CH3:28])=[CH:19]1)S(C1C=CC=CC=1[N+]([O-])=O)(=O)=O)[CH:2]=[CH2:3].C(ON[C@@H]1C(C)=C[C@@H](CO[Si](C(C)(C)C)(C)C)NC1)C=C. (8) Given the product [NH2:11][C:9]1[CH:8]=[CH:7][CH:6]=[C:5]2[C:10]=1[C:2]([CH2:15][C:16]([O:18][CH2:19][CH3:20])=[O:17])([CH3:1])[CH2:3][NH:4]2, predict the reactants needed to synthesize it. The reactants are: [CH3:1][C:2]1([CH2:15][C:16]([O:18][CH2:19][CH3:20])=[O:17])[C:10]2[C:5](=[CH:6][CH:7]=[CH:8][C:9]=2[N+:11]([O-])=O)[NH:4][C:3]1=S.[BH4-].[Na+].